This data is from CYP1A2 inhibition data for predicting drug metabolism from PubChem BioAssay. The task is: Regression/Classification. Given a drug SMILES string, predict its absorption, distribution, metabolism, or excretion properties. Task type varies by dataset: regression for continuous measurements (e.g., permeability, clearance, half-life) or binary classification for categorical outcomes (e.g., BBB penetration, CYP inhibition). Dataset: cyp1a2_veith. (1) The drug is Clc1ccc(CSc2nccn2Cc2ccccc2)cc1. The result is 1 (inhibitor). (2) The molecule is CCn1ccc(C(=O)NC2=C(C#N)CCC2)n1. The result is 1 (inhibitor). (3) The compound is S=C(NCc1ccccn1)Nc1cccc(Cl)c1. The result is 1 (inhibitor). (4) The result is 0 (non-inhibitor). The molecule is O=C(O)CNC(=O)[C@H]1NC(C(F)(F)F)(C(F)(F)F)OC1(C(F)(F)F)C(F)(F)F. (5) The compound is Cc1ccc(C(=O)c2oc3nc(C)cc(C)c3c2N)cc1. The result is 1 (inhibitor).